Dataset: Reaction yield outcomes from USPTO patents with 853,638 reactions. Task: Predict the reaction yield, written as a fraction of the theoretical maximum amount of product (1.0 means a 100% yield; for example, 0.34 means a 34% yield). (1) The reactants are I[C:2]1[CH:3]=[C:4]([N:8]2[CH2:13][CH2:12][O:11][CH2:10][CH2:9]2)[CH:5]=[CH:6][CH:7]=1.[C:14]([O:18][C:19](=[O:22])[NH:20][NH2:21])([CH3:17])([CH3:16])[CH3:15].N1C2C(=CC=C3C=2N=CC=C3)C=CC=1.C(=O)([O-])[O-].[Cs+].[Cs+]. The catalyst is CN(C=O)C.[Cu]I.O. The product is [C:14]([O:18][C:19]([N:20]([C:2]1[CH:7]=[CH:6][CH:5]=[C:4]([N:8]2[CH2:13][CH2:12][O:11][CH2:10][CH2:9]2)[CH:3]=1)[NH2:21])=[O:22])([CH3:17])([CH3:16])[CH3:15]. The yield is 0.620. (2) The reactants are [NH2:1][C:2]1[CH:3]=[C:4]([CH:27]=[CH:28][CH:29]=1)[CH2:5][S:6][C:7]1[CH:12]=[CH:11][C:10]([Cl:13])=[CH:9][C:8]=1[NH:14][S:15]([C:18]1[O:19][C:20]2[CH:26]=[CH:25][CH:24]=[CH:23][C:21]=2[CH:22]=1)(=[O:17])=[O:16].[CH3:30][S:31](Cl)(=[O:33])=[O:32]. The catalyst is N1C=CC=CC=1. The product is [Cl:13][C:10]1[CH:11]=[CH:12][C:7]([S:6][CH2:5][C:4]2[CH:27]=[CH:28][CH:29]=[C:2]([NH:1][S:31]([CH3:30])(=[O:33])=[O:32])[CH:3]=2)=[C:8]([NH:14][S:15]([C:18]2[O:19][C:20]3[CH:26]=[CH:25][CH:24]=[CH:23][C:21]=3[CH:22]=2)(=[O:17])=[O:16])[CH:9]=1. The yield is 0.670. (3) The reactants are [CH3:1][O:2][C:3]([C:5]1[CH:10]=[CH:9][C:8]([NH:11][CH2:12][CH2:13][CH2:14][CH2:15][S:16]([OH:19])(=O)=[O:17])=[CH:7][CH:6]=1)=[O:4]. The catalyst is O=P(Cl)(Cl)Cl. The product is [O:17]=[S:16]1(=[O:19])[CH2:15][CH2:14][CH2:13][CH2:12][N:11]1[C:8]1[CH:9]=[CH:10][C:5]([C:3]([O:2][CH3:1])=[O:4])=[CH:6][CH:7]=1. The yield is 0.978. (4) The reactants are [CH2:1]([O:3][C:4]([C@:6]1([NH:21]C(OC(C)(C)C)=O)[CH2:11][C@H:10]([O:12][C:13](=[O:15])[CH3:14])[C@@H:9]2[C@H:7]1[C@H:8]2[C:16]([O:18][CH2:19][CH3:20])=[O:17])=[O:5])[CH3:2]. The catalyst is C(O)(C(F)(F)F)=O.ClCCl. The product is [CH2:1]([O:3][C:4]([C@:6]1([NH2:21])[CH2:11][C@H:10]([O:12][C:13](=[O:15])[CH3:14])[C@@H:9]2[C@H:7]1[C@H:8]2[C:16]([O:18][CH2:19][CH3:20])=[O:17])=[O:5])[CH3:2]. The yield is 0.980. (5) The reactants are N[C:2]1[C:9]([F:10])=[CH:8][C:5]([C:6]#[N:7])=[C:4]([Cl:11])[CH:3]=1.N([O-])=O.[Na+].[I-:16].[K+]. The catalyst is Cl.O.CCOC(C)=O. The product is [Cl:11][C:4]1[CH:3]=[C:2]([I:16])[C:9]([F:10])=[CH:8][C:5]=1[C:6]#[N:7]. The yield is 0.680. (6) The product is [Cl:1][C:2]1[CH:44]=[CH:43][C:5]([CH2:6][N:7]2[C:12](=[N:13][C:14]3[CH:19]=[CH:18][C:17]([O:20][CH:21]([CH3:23])[CH3:22])=[C:16]([CH3:24])[CH:15]=3)[NH:11][C:10](=[O:25])[N:9]([CH2:26][CH2:27][C@H:28]([NH:34][C:35]([O:37][C:38]([CH3:40])([CH3:39])[CH3:41])=[O:36])[C:29]([OH:31])=[O:30])[C:8]2=[O:42])=[CH:4][CH:3]=1. The yield is 0.940. The reactants are [Cl:1][C:2]1[CH:44]=[CH:43][C:5]([CH2:6][N:7]2[C:12](=[N:13][C:14]3[CH:19]=[CH:18][C:17]([O:20][CH:21]([CH3:23])[CH3:22])=[C:16]([CH3:24])[CH:15]=3)[NH:11][C:10](=[O:25])[N:9]([CH2:26][CH2:27][C@H:28]([NH:34][C:35]([O:37][C:38]([CH3:41])([CH3:40])[CH3:39])=[O:36])[C:29]([O:31]CC)=[O:30])[C:8]2=[O:42])=[CH:4][CH:3]=1.CO.[OH-].[Li+].[Cl-].[NH4+]. The catalyst is O. (7) The reactants are C(OC([NH:8][C:9]1[C:14]([C:15](O)=[O:16])=[CH:13][C:12]([Cl:18])=[N:11][CH:10]=1)=O)(C)(C)C.[Cl:19][C:20]1[CH:25]=[CH:24][CH:23]=[CH:22][C:21]=1[C:26](=O)[CH3:27].[OH-].[Na+]. The catalyst is O. The product is [Cl:18][C:12]1[CH:13]=[C:14]2[C:9](=[CH:10][N:11]=1)[NH:8][C:26]([C:21]1[CH:22]=[CH:23][CH:24]=[CH:25][C:20]=1[Cl:19])=[CH:27][C:15]2=[O:16]. The yield is 0.0550.